This data is from Forward reaction prediction with 1.9M reactions from USPTO patents (1976-2016). The task is: Predict the product of the given reaction. The product is: [NH2:1][C:2]1[N:3]([CH3:24])[C:4](=[O:23])[C:5]2([N:22]=1)[C:18]1[CH:17]=[C:16]([Br:19])[CH:15]=[CH:14][C:13]=1[O:12][C:11]1[C:6]2=[CH:7][C:8]([OH:20])=[CH:9][CH:10]=1. Given the reactants [NH2:1][C:2]1[N:3]([CH3:24])[C:4](=[O:23])[C:5]2([N:22]=1)[C:18]1[CH:17]=[C:16]([Br:19])[CH:15]=[CH:14][C:13]=1[O:12][C:11]1[C:6]2=[CH:7][C:8]([O:20]C)=[CH:9][CH:10]=1.C(Cl)Cl.C([O-])(O)=O.[Na+], predict the reaction product.